This data is from Full USPTO retrosynthesis dataset with 1.9M reactions from patents (1976-2016). The task is: Predict the reactants needed to synthesize the given product. (1) Given the product [O:2]([C:3]1[CH:4]=[C:5]([CH2:11][C:10]([C:13]2[CH:18]=[CH:17][CH:16]=[CH:15][CH:14]=2)=[O:12])[CH:6]=[CH:7][CH:8]=1)[CH3:1], predict the reactants needed to synthesize it. The reactants are: [CH3:1][O:2][C:3]1[CH:4]=[C:5](Cl)[CH:6]=[CH:7][CH:8]=1.[C:10]([C:13]1[CH:18]=[CH:17][CH:16]=[CH:15][CH:14]=1)(=[O:12])[CH3:11].P. (2) Given the product [CH3:22][O:23][C:24]1[CH:25]=[C:26]([NH:32][C:33]([NH:1][C:2]2[CH:3]=[CH:4][C:5]([O:12][CH2:13][C:14]3[CH:15]=[CH:16][C:17]([CH2:20][CH3:21])=[CH:18][CH:19]=3)=[C:6]([C:8](=[O:11])[CH2:9][CH3:10])[CH:7]=2)=[O:34])[CH:27]=[CH:28][C:29]=1[O:30][CH3:31], predict the reactants needed to synthesize it. The reactants are: [NH2:1][C:2]1[CH:3]=[CH:4][C:5]([O:12][CH2:13][C:14]2[CH:19]=[CH:18][C:17]([CH2:20][CH3:21])=[CH:16][CH:15]=2)=[C:6]([C:8](=[O:11])[CH2:9][CH3:10])[CH:7]=1.[CH3:22][O:23][C:24]1[CH:25]=[C:26]([N:32]=[C:33]=[O:34])[CH:27]=[CH:28][C:29]=1[O:30][CH3:31]. (3) Given the product [Cl:1][C:2]1[CH:3]=[N:4][CH:5]=[C:6]([Cl:20])[C:7]=1[S:8][C:9]1[S:13][C:12]([C:14]([NH:24][C:23]2[CH:25]=[C:26]([F:29])[CH:27]=[CH:28][C:22]=2[F:21])=[O:15])=[CH:11][C:10]=1[N+:17]([O-:19])=[O:18], predict the reactants needed to synthesize it. The reactants are: [Cl:1][C:2]1[CH:3]=[N:4][CH:5]=[C:6]([Cl:20])[C:7]=1[S:8][C:9]1[S:13][C:12]([C:14](Cl)=[O:15])=[CH:11][C:10]=1[N+:17]([O-:19])=[O:18].[F:21][C:22]1[CH:28]=[CH:27][C:26]([F:29])=[CH:25][C:23]=1[NH2:24]. (4) Given the product [CH:1]1[C:13]2[CH2:12][C:11]3[C:6](=[CH:7][CH:8]=[CH:9][CH:10]=3)[C:5]=2[CH:4]=[CH:3][CH:2]=1, predict the reactants needed to synthesize it. The reactants are: [CH:1]1[C:13]2[C:12](C3C=CC(O)=CC=3)(C3C=CC(O)=CC=3)[C:11]3[C:6](=[CH:7][CH:8]=[CH:9][CH:10]=3)[C:5]=2[CH:4]=[CH:3][CH:2]=1.C(Br)C=C.C([O-])([O-])=O.[K+].[K+]. (5) The reactants are: [N+:1]([C:4]1[CH:10]=[CH:9][C:7]([NH2:8])=[CH:6][CH:5]=1)([O-:3])=[O:2].[N:11]([O-])=O.[Na+].[CH2:15]([O:17][C:18]1[CH:24]=[CH:23][C:22]([O:25][CH2:26][CH3:27])=[CH:21][C:19]=1[NH2:20])[CH3:16]. Given the product [CH2:26]([O:25][C:22]1[CH:21]=[C:19]([N:20]=[N:8][C:7]2[CH:9]=[CH:10][C:4]([N+:1]([O-:3])=[O:2])=[CH:5][CH:6]=2)[C:18]([O:17][CH2:15][CH3:16])=[CH:24][C:23]=1[NH2:11])[CH3:27], predict the reactants needed to synthesize it. (6) The reactants are: [CH3:1][N:2]1[C:10]2[C:5](=[CH:6][C:7]([C:11]([F:14])([F:13])[F:12])=[CH:8][CH:9]=2)[C:4]([CH3:15])=[C:3]1[C:16](O)=[O:17].C[O:20][C:21](=[O:43])[C:22]([CH3:42])([CH3:41])[CH2:23][C:24]1[CH:29]=[CH:28][C:27]([O:30][C:31]2[CH:36]=[C:35]([F:37])[CH:34]=[C:33]([CH2:38][NH2:39])[CH:32]=2)=[CH:26][C:25]=1[CH3:40]. Given the product [CH3:1][N:2]1[C:10]2[C:5](=[CH:6][C:7]([C:11]([F:12])([F:13])[F:14])=[CH:8][CH:9]=2)[C:4]([CH3:15])=[C:3]1[C:16]([NH:39][CH2:38][C:33]1[CH:32]=[C:31]([CH:36]=[C:35]([F:37])[CH:34]=1)[O:30][C:27]1[CH:28]=[CH:29][C:24]([CH2:23][C:22]([CH3:41])([CH3:42])[C:21]([OH:20])=[O:43])=[C:25]([CH3:40])[CH:26]=1)=[O:17], predict the reactants needed to synthesize it. (7) Given the product [S:8]1[C:12]([CH2:13][C:15]2[O:19][C:18]([CH3:20])=[C:17]([CH3:21])[CH:16]=2)=[CH:11][C:10]2[CH:22]=[CH:23][CH:24]=[CH:25][C:9]1=2, predict the reactants needed to synthesize it. The reactants are: FC(F)(F)C(O)=O.[S:8]1[C:12]([CH:13]([C:15]2[O:19][C:18]([CH3:20])=[C:17]([CH3:21])[CH:16]=2)O)=[CH:11][C:10]2[CH:22]=[CH:23][CH:24]=[CH:25][C:9]1=2.[BH4-].[Na+]. (8) Given the product [C:13]([O:10][C:9](=[O:11])[CH2:8][C:4]1[CH:5]=[CH:6][CH:7]=[C:2]([Br:1])[CH:3]=1)([CH3:15])([CH3:14])[CH3:12], predict the reactants needed to synthesize it. The reactants are: [Br:1][C:2]1[CH:3]=[C:4]([CH2:8][C:9]([OH:11])=[O:10])[CH:5]=[CH:6][CH:7]=1.[CH3:12][C:13](OC(OC(O[C:13]([CH3:15])([CH3:14])[CH3:12])=O)=O)([CH3:15])[CH3:14].